Dataset: Catalyst prediction with 721,799 reactions and 888 catalyst types from USPTO. Task: Predict which catalyst facilitates the given reaction. (1) Reactant: C(O[C:5]1[CH:13]=[CH:12][CH:11]=[CH:10][C:6]=1[C:7](Cl)=[O:8])(=O)C.[N-]=[N+]=[N-].[Na+].[N-]=[N+]=[N-].N1C=CC=C([N:27]=[C:28]=[O:29])C=1.[C:30](NN)(=O)C1C=CC=NC=1.C(N=[N+]=[N-])(=O)C1C=CC=NC=1.C(C1CN1)#N.N. Product: [C:7]([C:6]1[CH:10]=[CH:11][CH:12]=[CH:13][C:5]=1[N:27]=[C:28]=[O:29])(=[O:8])[CH3:30]. The catalyst class is: 48. (2) Reactant: [Cl:1][C:2]1[CH:7]=[CH:6][CH:5]=[C:4]([Cl:8])[C:3]=1[Cl:9].[N+:10]([O-])([OH:12])=[O:11]. Product: [Cl:1][C:2]1[CH:7]=[CH:6][C:5]([N+:10]([O-:12])=[O:11])=[C:4]([Cl:8])[C:3]=1[Cl:9]. The catalyst class is: 65. (3) Reactant: [Cl:1][C:2]1[CH:7]=[CH:6][CH:5]=[CH:4][C:3]=1[C:8]1[C:9](=[O:24])[N:10]([C:18]2[CH:23]=[CH:22][CH:21]=[CH:20][CH:19]=2)[CH:11]=[C:12]([C:14](OC)=[O:15])[CH:13]=1.BrC1C(=O)N(C2C=CC=CC=2)C=C(C(OC)=O)C=1.[H-].C([Al+]C(C)C)(C)C.Cl.C(=O)([O-])O.[Na+]. Product: [Cl:1][C:2]1[CH:7]=[CH:6][CH:5]=[CH:4][C:3]=1[C:8]1[C:9](=[O:24])[N:10]([C:18]2[CH:19]=[CH:20][CH:21]=[CH:22][CH:23]=2)[CH:11]=[C:12]([CH2:14][OH:15])[CH:13]=1. The catalyst class is: 11. (4) Reactant: [NH2:1][C:2]1[C:3]2[C:11]([C:12]3[CH:17]=[CH:16][CH:15]=[C:14]([O:18][CH3:19])[CH:13]=3)=[C:10]([CH3:20])[S:9][C:4]=2[NH:5][C:6](=[O:8])[CH:7]=1.[C:21](=O)([O-])[O-].[K+].[K+].CI. Product: [CH3:20][C:10]1[S:9][C:4]2[N:5]=[C:6]([O:8][CH3:21])[CH:7]=[C:2]([NH2:1])[C:3]=2[C:11]=1[C:12]1[CH:17]=[CH:16][CH:15]=[C:14]([O:18][CH3:19])[CH:13]=1. The catalyst class is: 3.